From a dataset of Catalyst prediction with 721,799 reactions and 888 catalyst types from USPTO. Predict which catalyst facilitates the given reaction. (1) Reactant: [CH3:1][CH:2]([N:4]1[CH2:9][CH2:8][CH:7]([C:10]([O:12]CC)=O)[CH2:6][CH2:5]1)[CH3:3].O.[NH2:16][NH2:17]. Product: [CH3:1][CH:2]([N:4]1[CH2:9][CH2:8][CH:7]([C:10]([NH:16][NH2:17])=[O:12])[CH2:6][CH2:5]1)[CH3:3]. The catalyst class is: 8. (2) Reactant: [NH2:1][CH2:2][CH:3]([NH:11][C:12](=[O:18])[O:13][C:14]([CH3:17])([CH3:16])[CH3:15])[C:4]1[CH:9]=[CH:8][CH:7]=[CH:6][C:5]=1[Cl:10].[CH3:19][S:20](Cl)(=[O:22])=[O:21]. Product: [Cl:10][C:5]1[CH:6]=[CH:7][CH:8]=[CH:9][C:4]=1[CH:3]([NH:11][C:12](=[O:18])[O:13][C:14]([CH3:15])([CH3:17])[CH3:16])[CH2:2][NH:1][S:20]([CH3:19])(=[O:22])=[O:21]. The catalyst class is: 17. (3) Reactant: Br[C:2]1[CH:22]=[C:21]2[C:5]([CH2:6][C:7]3([C:20]2=[O:23])[CH2:18][C:17]2[C:19]4[C:13]([CH:14]=[CH:15][CH:16]=2)=[CH:12][CH:11]=[CH:10][C:9]=4[CH2:8]3)=[CH:4][CH:3]=1.[C:24]([C:26]1[CH:27]=[C:28](B(O)O)[CH:29]=[CH:30][CH:31]=1)#[N:25].C([O-])([O-])=O.[Cs+].[Cs+]. Product: [O:23]=[C:20]1[C:7]2([CH2:8][C:9]3[C:19]4[C:13]([CH:12]=[CH:11][CH:10]=3)=[CH:14][CH:15]=[CH:16][C:17]=4[CH2:18]2)[CH2:6][C:5]2[C:21]1=[CH:22][C:2]([C:30]1[CH:31]=[C:26]([CH:27]=[CH:28][CH:29]=1)[C:24]#[N:25])=[CH:3][CH:4]=2. The catalyst class is: 184. (4) Reactant: [NH:1]([C:41]([O:43][C:44]([CH3:47])([CH3:46])[CH3:45])=[O:42])[C@H:2]([C:18]([NH:20][C@H:21]([C:23]([NH:25][C@H:26]([C:37]([O:39]C)=[O:38])[CH2:27][C:28]1[C:36]2[C:31](=[CH:32][CH:33]=[CH:34][CH:35]=2)[NH:30][CH:29]=1)=[O:24])[CH3:22])=[O:19])[CH2:3][C:4]1[CH:9]=[CH:8][C:7]([O:10][CH2:11][C:12]2[CH:17]=[CH:16][CH:15]=[CH:14][CH:13]=2)=[CH:6][CH:5]=1.[Li+].[OH-].C1(NC2CCCCC2)CCCCC1.CCOCC. Product: [NH:1]([C:41]([O:43][C:44]([CH3:45])([CH3:47])[CH3:46])=[O:42])[C@H:2]([C:18]([NH:20][C@H:21]([C:23]([NH:25][C@H:26]([C:37]([OH:39])=[O:38])[CH2:27][C:28]1[C:36]2[C:31](=[CH:32][CH:33]=[CH:34][CH:35]=2)[NH:30][CH:29]=1)=[O:24])[CH3:22])=[O:19])[CH2:3][C:4]1[CH:9]=[CH:8][C:7]([O:10][CH2:11][C:12]2[CH:13]=[CH:14][CH:15]=[CH:16][CH:17]=2)=[CH:6][CH:5]=1. The catalyst class is: 36. (5) Reactant: [Cl:1][C:2]1[C:7]([Cl:8])=[CH:6][CH:5]=[CH:4][C:3]=1[CH2:9][N:10]1[C:14]2[CH:15]=[C:16]([N:23]3[CH2:28][CH2:27][O:26][CH2:25][CH2:24]3)[CH:17]=[C:18]([C:19]([O:21]C)=[O:20])[C:13]=2[N:12]=[C:11]1[C:29]([F:32])([F:31])[F:30].[OH-].[Li+]. Product: [Cl:1][C:2]1[C:7]([Cl:8])=[CH:6][CH:5]=[CH:4][C:3]=1[CH2:9][N:10]1[C:14]2[CH:15]=[C:16]([N:23]3[CH2:24][CH2:25][O:26][CH2:27][CH2:28]3)[CH:17]=[C:18]([C:19]([OH:21])=[O:20])[C:13]=2[N:12]=[C:11]1[C:29]([F:30])([F:32])[F:31]. The catalyst class is: 7. (6) Reactant: [CH3:1][C:2]([O:5][C:6]([NH:8][C@@H:9]([C:21](O)=[O:22])[CH2:10][C:11]1[CH:20]=[CH:19][C:18]2[C:13](=[CH:14][CH:15]=[CH:16][CH:17]=2)[CH:12]=1)=[O:7])([CH3:4])[CH3:3].[NH2:24][C@H:25]([CH2:38][C:39]1[C:44]([F:45])=[C:43]([F:46])[C:42]([F:47])=[C:41]([F:48])[C:40]=1[F:49])[CH2:26][C:27]([NH:29][O:30][CH2:31][C:32]1[CH:37]=[CH:36][CH:35]=[CH:34][CH:33]=1)=[O:28].CCN=C=NCCCN(C)C.Cl.C1C=CC2N(O)N=NC=2C=1.CCN(C(C)C)C(C)C. Product: [C:2]([O:5][C:6]([NH:8][C@H:9]([CH2:10][C:11]1[CH:20]=[CH:19][C:18]2[C:13](=[CH:14][CH:15]=[CH:16][CH:17]=2)[CH:12]=1)[C:21]([NH:24][C@H:25]([CH2:38][C:39]1[C:40]([F:49])=[C:41]([F:48])[C:42]([F:47])=[C:43]([F:46])[C:44]=1[F:45])[CH2:26][C:27]([NH:29][O:30][CH2:31][C:32]1[CH:33]=[CH:34][CH:35]=[CH:36][CH:37]=1)=[O:28])=[O:22])=[O:7])([CH3:4])([CH3:1])[CH3:3]. The catalyst class is: 4. (7) Reactant: Br[CH:2]([CH3:4])[CH3:3].Cl.[NH:6]1[CH2:9][CH:8]([NH:10][S:11]([CH2:14][CH2:15][NH:16][C:17]([C:19]2[S:20][C:21]([Cl:24])=[CH:22][CH:23]=2)=[O:18])(=[O:13])=[O:12])[CH2:7]1.C([O-])([O-])=O.[K+].[K+]. Product: [CH:2]([N:6]1[CH2:9][CH:8]([NH:10][S:11]([CH2:14][CH2:15][NH:16][C:17]([C:19]2[S:20][C:21]([Cl:24])=[CH:22][CH:23]=2)=[O:18])(=[O:12])=[O:13])[CH2:7]1)([CH3:4])[CH3:3]. The catalyst class is: 174. (8) Reactant: [O:1]=[C:2]1[CH:11]=[CH:10][C:9]2[C:4](=[N:5][CH:6]=[CH:7][CH:8]=2)[N:3]1[CH2:12][CH2:13][N:14]1[CH2:19][CH2:18][CH:17]([NH:20]C(=O)OC(C)(C)C)[CH2:16][CH2:15]1. Product: [NH2:20][CH:17]1[CH2:18][CH2:19][N:14]([CH2:13][CH2:12][N:3]2[C:4]3[C:9](=[CH:8][CH:7]=[CH:6][N:5]=3)[CH:10]=[CH:11][C:2]2=[O:1])[CH2:15][CH2:16]1. The catalyst class is: 281. (9) Reactant: C([O:8][C:9](=[O:36])[CH2:10][N:11]([C:29]([O:31][C:32]([CH3:35])([CH3:34])[CH3:33])=[O:30])[CH2:12][C@H:13]([NH:18]C(OCC1C=CC=CC=1)=O)[C:14]([O:16][CH3:17])=[O:15])C1C=CC=CC=1. Product: [NH2:18][C@H:13]([C:14]([O:16][CH3:17])=[O:15])[CH2:12][N:11]([C:29]([O:31][C:32]([CH3:35])([CH3:34])[CH3:33])=[O:30])[CH2:10][C:9]([OH:36])=[O:8]. The catalyst class is: 19.